Dataset: Forward reaction prediction with 1.9M reactions from USPTO patents (1976-2016). Task: Predict the product of the given reaction. (1) Given the reactants [C:1]([O:5][C:6]([N:8]1[CH2:13][CH2:12][N:11]([C:14]2[C:22]([Cl:23])=[CH:21][C:17]([C:18](O)=[O:19])=[CH:16][N:15]=2)[CH2:10][CH2:9]1)=[O:7])([CH3:4])([CH3:3])[CH3:2].C1N=CN(C(N2C=NC=C2)=O)C=1.Cl.[CH3:37][NH:38][O:39][CH3:40], predict the reaction product. The product is: [Cl:23][C:22]1[C:14]([N:11]2[CH2:10][CH2:9][N:8]([C:6]([O:5][C:1]([CH3:3])([CH3:2])[CH3:4])=[O:7])[CH2:13][CH2:12]2)=[N:15][CH:16]=[C:17]([C:18]([N:38]([O:39][CH3:40])[CH3:37])=[O:19])[CH:21]=1. (2) Given the reactants [Br:1][C:2]1[N:7]=[CH:6][C:5]([CH2:8][CH2:9]O)=[CH:4][CH:3]=1.P(Br)(Br)[Br:12], predict the reaction product. The product is: [Br:1][C:2]1[CH:3]=[CH:4][C:5]([CH2:8][CH2:9][Br:12])=[CH:6][N:7]=1.